Task: Predict the reactants needed to synthesize the given product.. Dataset: Full USPTO retrosynthesis dataset with 1.9M reactions from patents (1976-2016) (1) Given the product [Cl:1][C:2]1[CH:10]=[CH:9][C:8]2[N:7]([CH2:11][CH2:12][C:13]([N:21]3[CH2:26][CH2:25][O:24][CH2:23][CH2:22]3)=[O:15])[C:6]3[CH2:16][CH2:17][N:18]([CH3:20])[CH2:19][C:5]=3[C:4]=2[CH:3]=1, predict the reactants needed to synthesize it. The reactants are: [Cl:1][C:2]1[CH:10]=[CH:9][C:8]2[N:7]([CH2:11][CH2:12][C:13]([OH:15])=O)[C:6]3[CH2:16][CH2:17][N:18]([CH3:20])[CH2:19][C:5]=3[C:4]=2[CH:3]=1.[NH:21]1[CH2:26][CH2:25][O:24][CH2:23][CH2:22]1.C1CCC(N=C=NC2CCCCC2)CC1. (2) Given the product [Br:8][C:5]1[CH:6]=[CH:7][C:2]([NH:1][S:26]([C:23]2[CH:22]=[CH:21][C:20]([O:19][C:18]([F:17])([F:30])[F:31])=[CH:25][CH:24]=2)(=[O:28])=[O:27])=[C:3]([C:9]([C:11]2[CH:16]=[CH:15][N:14]=[CH:13][CH:12]=2)=[O:10])[CH:4]=1, predict the reactants needed to synthesize it. The reactants are: [NH2:1][C:2]1[CH:7]=[CH:6][C:5]([Br:8])=[CH:4][C:3]=1[C:9]([C:11]1[CH:16]=[CH:15][N:14]=[CH:13][CH:12]=1)=[O:10].[F:17][C:18]([F:31])([F:30])[O:19][C:20]1[CH:25]=[CH:24][C:23]([S:26](Cl)(=[O:28])=[O:27])=[CH:22][CH:21]=1. (3) Given the product [CH2:1]([O:8][C:9]1[C:17]([F:18])=[CH:16][CH:15]=[C:14]2[C:10]=1[CH:11]=[CH:12][NH:13]2)[C:2]1[CH:3]=[CH:4][CH:5]=[CH:6][CH:7]=1, predict the reactants needed to synthesize it. The reactants are: [CH2:1]([O:8][C:9]1[C:17]([F:18])=[CH:16][CH:15]=[C:14]2[C:10]=1[CH:11]=[C:12](C(O)=O)[NH:13]2)[C:2]1[CH:7]=[CH:6][CH:5]=[CH:4][CH:3]=1. (4) Given the product [F:1][C:2]1[C:11]2[C:6](=[CH:7][CH:8]=[CH:9][CH:10]=2)[C:5]([CH:12]=[O:13])=[CH:4][CH:3]=1, predict the reactants needed to synthesize it. The reactants are: [F:1][C:2]1[C:11]2[C:6](=[CH:7][CH:8]=[CH:9][CH:10]=2)[C:5]([CH2:12][OH:13])=[CH:4][CH:3]=1.C([O-])(O)=O.[Na+].OS([O-])=O.[Na+]. (5) Given the product [F:30][C:31]1[CH:36]=[CH:35][C:34]([C:7]2[CH2:16][CH2:15][C:10]3([O:11][CH2:12][CH2:13][O:14]3)[CH2:9][C:8]=2[C:17]([O:19][CH3:20])=[O:18])=[CH:33][CH:32]=1, predict the reactants needed to synthesize it. The reactants are: FC(F)(F)S(O[C:7]1[CH2:16][CH2:15][C:10]2([O:14][CH2:13][CH2:12][O:11]2)[CH2:9][C:8]=1[C:17]([O:19][CH3:20])=[O:18])(=O)=O.C(=O)([O-])[O-].[Na+].[Na+].O.[F:30][C:31]1[CH:36]=[CH:35][C:34](B(O)O)=[CH:33][CH:32]=1.ClCCl. (6) Given the product [OH:37][C:38]1[C:43](=[O:44])[N:42]=[C:41]([CH2:45][C:46]2([C:51]3[C:60]4[C:55](=[CH:56][CH:57]=[CH:58][CH:59]=4)[CH:54]=[CH:53][CH:52]=3)[CH2:50][CH2:49][CH2:48][CH2:47]2)[N:40]2[CH2:61][CH2:62][N:63]([CH:66]3[CH2:71][CH2:70][O:69][CH2:68][CH2:67]3)[C:64](=[O:65])[C:39]=12, predict the reactants needed to synthesize it. The reactants are: OC1C(=O)N=C(CC2(C3C4C(=CC=CC=4)C=CC=3)CCCC2)N2CCNC(=O)C=12.C([O:37][C:38]1[C:43](=[O:44])[N:42]=[C:41]([CH2:45][C:46]2([C:51]3[C:60]4[C:55](=[CH:56][CH:57]=[CH:58][CH:59]=4)[CH:54]=[CH:53][CH:52]=3)[CH2:50][CH2:49][CH2:48][CH2:47]2)[N:40]2[CH2:61][CH2:62][N:63]([CH:66]3[CH2:71][CH2:70][O:69][CH2:68][CH2:67]3)[C:64](=[O:65])[C:39]=12)C1C=CC=CC=1.